This data is from Forward reaction prediction with 1.9M reactions from USPTO patents (1976-2016). The task is: Predict the product of the given reaction. Given the reactants N([O-])=O.[Na+].[CH2:5]1[C@H:14]2[C@H:9]([CH2:10][CH2:11][C:12]3[CH:18]=[CH:17][C:16](N)=[CH:15][C:13]=32)[NH:8][CH2:7][CH2:6]1.[NH2:20][C:21](N)=O.[C-]#N.[Na+].[Cu]C#N, predict the reaction product. The product is: [CH2:5]1[C@H:14]2[C@H:9]([CH2:10][CH2:11][C:12]3[CH:18]=[CH:17][C:16]([C:21]#[N:20])=[CH:15][C:13]=32)[NH:8][CH2:7][CH2:6]1.